Task: Regression. Given a peptide amino acid sequence and an MHC pseudo amino acid sequence, predict their binding affinity value. This is MHC class I binding data.. Dataset: Peptide-MHC class I binding affinity with 185,985 pairs from IEDB/IMGT (1) The peptide sequence is TPPVDRMAV. The MHC is HLA-B58:01 with pseudo-sequence HLA-B58:01. The binding affinity (normalized) is 0.0847. (2) The peptide sequence is LLRRRPYPL. The MHC is HLA-A01:01 with pseudo-sequence HLA-A01:01. The binding affinity (normalized) is 0.0847. (3) The peptide sequence is VQSVRYLVM. The MHC is H-2-Db with pseudo-sequence H-2-Db. The binding affinity (normalized) is 0. (4) The peptide sequence is RSLFNTVAVLY. The MHC is HLA-B35:01 with pseudo-sequence HLA-B35:01. The binding affinity (normalized) is 0.449. (5) The peptide sequence is ETKLYKNKSK. The MHC is HLA-A31:01 with pseudo-sequence HLA-A31:01. The binding affinity (normalized) is 0. (6) The peptide sequence is VQSLQQYKW. The MHC is Mamu-B17 with pseudo-sequence Mamu-B17. The binding affinity (normalized) is 0.672. (7) The peptide sequence is GLIVLPFYK. The MHC is HLA-B08:01 with pseudo-sequence HLA-B08:01. The binding affinity (normalized) is 0.0847. (8) The peptide sequence is KVGNFTGLY. The MHC is HLA-A02:03 with pseudo-sequence HLA-A02:03. The binding affinity (normalized) is 0.